The task is: Binary Classification. Given a drug SMILES string, predict its activity (active/inactive) in a high-throughput screening assay against a specified biological target.. This data is from HIV replication inhibition screening data with 41,000+ compounds from the AIDS Antiviral Screen. (1) The drug is CCN(CC)CC(=O)NC1c2ccccc2Sc2c(C)cccc21. The result is 0 (inactive). (2) The compound is NN.O=S(=O)(O)O. The result is 0 (inactive). (3) The result is 0 (inactive). The compound is O=[N+]([O-])c1cccc(C=NNC2=CS(=O)(=O)C=C2)c1. (4) The compound is CCOc1cc(N=Nc2cc(Cl)c(S(=O)(=O)O)cc2Cl)c2cc(S(=O)(=O)O)ccc2c1N=Nc1c(S(=O)(=O)O)cc2cc(NC(=O)c3ccc(N)cc3)ccc2c1O. The result is 1 (active). (5) The drug is CCOC(=O)c1cc(-n2nnc3ccccc32)cn1C. The result is 0 (inactive). (6) The drug is NC(=O)c1nnsc1NC=O. The result is 0 (inactive). (7) The molecule is CC(C=CC(=O)c1sc(-n2nc(-c3ccccc3)cc2-c2ccccc2)nc1C)=Cc1ccccc1. The result is 0 (inactive).